This data is from Full USPTO retrosynthesis dataset with 1.9M reactions from patents (1976-2016). The task is: Predict the reactants needed to synthesize the given product. (1) Given the product [Cl:40][C:41]1[CH:51]=[CH:50][C:44](/[CH:45]=[CH:46]/[C:47]([N:35]2[CH2:36][CH2:37][C:38](=[O:39])[N:32]([CH2:31][CH2:30][CH2:29][N:23]3[CH2:24][CH2:25][CH2:26][CH2:27][CH2:28]3)[CH2:33][CH2:34]2)=[O:48])=[CH:43][C:42]=1[F:52], predict the reactants needed to synthesize it. The reactants are: ClC1C=C(/C=C/C(N2CCC(=O)NCC2)=O)C=CC=1Cl.Cl.Cl.[N:23]1([CH2:29][CH2:30][CH2:31][N:32]2[C:38](=[O:39])[CH2:37][CH2:36][NH:35][CH2:34][CH2:33]2)[CH2:28][CH2:27][CH2:26][CH2:25][CH2:24]1.[Cl:40][C:41]1[CH:51]=[CH:50][C:44](/[CH:45]=[CH:46]/[C:47](O)=[O:48])=[CH:43][C:42]=1[F:52]. (2) Given the product [O:1]=[C:2]1[NH:11][C:10]2[CH:9]=[C:8]([C:12]([OH:14])=[O:13])[CH:7]=[CH:6][C:5]=2[N:4]2[CH2:16][CH2:17][CH2:18][CH2:19][CH:3]12, predict the reactants needed to synthesize it. The reactants are: [O:1]=[C:2]1[NH:11][C:10]2[CH:9]=[C:8]([C:12]([O:14]C)=[O:13])[CH:7]=[CH:6][C:5]=2[N:4]2[CH2:16][CH2:17][CH2:18][CH2:19][CH:3]12.[Li+].[OH-].C1COCC1.O. (3) Given the product [CH3:31][O:30][C:26]1[C:27](=[O:29])[CH2:28][C:23]([CH2:22][O:21][C:1]([C:14]2[CH:19]=[CH:18][CH:17]=[CH:16][CH:15]=2)([C:8]2[CH:13]=[CH:12][CH:11]=[CH:10][CH:9]=2)[C:2]2[CH:7]=[CH:6][CH:5]=[CH:4][CH:3]=2)=[N:24][CH:25]=1, predict the reactants needed to synthesize it. The reactants are: [C:1](Cl)([C:14]1[CH:19]=[CH:18][CH:17]=[CH:16][CH:15]=1)([C:8]1[CH:13]=[CH:12][CH:11]=[CH:10][CH:9]=1)[C:2]1[CH:7]=[CH:6][CH:5]=[CH:4][CH:3]=1.[OH:21][CH2:22][C:23]1[CH2:28][C:27](=[O:29])[C:26]([O:30][CH3:31])=[CH:25][N:24]=1.